Task: Predict the product of the given reaction.. Dataset: Forward reaction prediction with 1.9M reactions from USPTO patents (1976-2016) (1) The product is: [CH2:40]([O:39][P:38]([CH2:37][C:36]1[CH:46]=[CH:47][C:33]([NH:32][C:24]2[N:23]=[C:22]([NH:21][C:13]3[CH:12]=[CH:11][C:10]([C:8]4[CH:7]=[N:6][N:5]([CH2:4][C@H:3]([OH:60])[CH2:2][OH:1])[CH:9]=4)=[C:18]4[C:14]=3[C:15](=[O:20])[N:16]([CH3:19])[CH2:17]4)[C:27]([C:28]([F:31])([F:30])[F:29])=[CH:26][N:25]=2)=[C:34]([O:48][CH3:49])[CH:35]=1)(=[O:45])[O:42][CH2:43][CH3:44])[CH3:41]. Given the reactants [OH:1][CH2:2][CH2:3][CH2:4][N:5]1[CH:9]=[C:8]([C:10]2[CH:11]=[CH:12][C:13]([NH:21][C:22]3[C:27]([C:28]([F:31])([F:30])[F:29])=[CH:26][N:25]=[C:24]([NH:32][C:33]4[CH:47]=[CH:46][C:36]([CH2:37][P:38](=[O:45])([O:42][CH2:43][CH3:44])[O:39][CH2:40][CH3:41])=[CH:35][C:34]=4[O:48][CH3:49])[N:23]=3)=[C:14]3[C:18]=2[CH2:17][N:16]([CH3:19])[C:15]3=[O:20])[CH:7]=[N:6]1.NC1C=CC(C2C=NN(C[C@H]3COC(C)(C)O3)C=2)=C2C=1C(=[O:60])N(C)C2, predict the reaction product. (2) Given the reactants [N+:1]([C:4]1[CH:5]=[N:6][CH:7]=[CH:8][C:9]=1[OH:10])([O-:3])=[O:2].C([O-])([O-])=O.[K+].[K+].I[CH:18]([CH3:20])[CH3:19], predict the reaction product. The product is: [CH:18]([O:10][C:9]1[CH:8]=[CH:7][N:6]=[CH:5][C:4]=1[N+:1]([O-:3])=[O:2])([CH3:20])[CH3:19]. (3) Given the reactants [NH2:1][C@@H:2]([CH2:5][CH2:6][C:7]1[CH:12]=[CH:11][C:10]([NH:13][C:14]2[CH:19]=[CH:18][C:17]([Cl:20])=[CH:16][CH:15]=2)=[CH:9][CH:8]=1)[CH2:3][OH:4].C([O-])(=O)C.[Na+].[N:26]#[C:27]Br.N, predict the reaction product. The product is: [Cl:20][C:17]1[CH:16]=[CH:15][C:14]([NH:13][C:10]2[CH:11]=[CH:12][C:7]([CH2:6][CH2:5][C@H:2]3[CH2:3][O:4][C:27]([NH2:26])=[N:1]3)=[CH:8][CH:9]=2)=[CH:19][CH:18]=1. (4) Given the reactants Cl[C:2]1[N:7]=[C:6]([NH2:8])[CH:5]=[CH:4][N:3]=1.C([O-])(=O)C([O-])=O.[C:15]([O:19][C:20]([N:22]1[CH2:28][C:24]2([CH2:27][NH2+:26][CH2:25]2)[CH2:23]1)=[O:21])([CH3:18])([CH3:17])[CH3:16].[C:15]([O:19][C:20]([N:22]1[CH2:23][C:24]2([CH2:25][NH2+:26][CH2:27]2)[CH2:28]1)=[O:21])([CH3:18])([CH3:16])[CH3:17].C(=O)([O-])[O-].[Cs+].[Cs+], predict the reaction product. The product is: [NH2:8][C:6]1[CH:5]=[CH:4][N:3]=[C:2]([N:26]2[CH2:25][C:24]3([CH2:23][N:22]([C:20]([O:19][C:15]([CH3:17])([CH3:16])[CH3:18])=[O:21])[CH2:28]3)[CH2:27]2)[N:7]=1. (5) Given the reactants [BH4-].[Na+].[CH:3]([C:5]1[CH:6]=[C:7]([C:11]2[CH:16]=[CH:15][C:14]([C:17]([O:19][CH3:20])=[O:18])=[CH:13][CH:12]=2)[CH:8]=[CH:9][CH:10]=1)=[O:4], predict the reaction product. The product is: [OH:4][CH2:3][C:5]1[CH:6]=[C:7]([C:11]2[CH:16]=[CH:15][C:14]([C:17]([O:19][CH3:20])=[O:18])=[CH:13][CH:12]=2)[CH:8]=[CH:9][CH:10]=1. (6) Given the reactants [OH:1][C:2]1[CH:7]=[CH:6][C:5]([C:8]23[CH2:17][CH:12]4[CH2:13][CH:14]([CH2:16][C:10]([C:18]5[CH:23]=[CH:22][C:21]([OH:24])=[CH:20][CH:19]=5)([CH2:11]4)[CH2:9]2)[CH2:15]3)=[CH:4][CH:3]=1.F[C:26]1[CH:27]=[CH:28][C:29]([N+:33]([O-:35])=[O:34])=[C:30]([OH:32])[CH:31]=1.[C:36]([O-:39])([O-])=O.[K+].[K+].Cl, predict the reaction product. The product is: [OH:32][C:30]1[CH:31]=[C:26]([CH:27]=[CH:28][C:29]=1[N+:33]([O-:35])=[O:34])[O:1][C:2]1[CH:3]=[CH:4][C:5]([C:8]23[CH2:15][CH:14]4[CH2:13][CH:12]([CH2:11][C:10]([C:18]5[CH:19]=[CH:20][C:21]([O:24][C:26]6[CH:27]=[CH:28][C:29]([N+:33]([O-:35])=[O:34])=[C:36]([OH:39])[CH:31]=6)=[CH:22][CH:23]=5)([CH2:16]4)[CH2:9]2)[CH2:17]3)=[CH:6][CH:7]=1. (7) Given the reactants [NH2:1][C@:2]([C:22]1[CH:27]=[CH:26][C:25]([F:28])=[CH:24][CH:23]=1)([C:15]1[CH:20]=[CH:19][N:18]=[C:17]([F:21])[CH:16]=1)[C@@H:3]([NH:5][C:6]([C:8]1[NH:9][C:10](=[O:14])[CH:11]=[CH:12][CH:13]=1)=O)[CH3:4], predict the reaction product. The product is: [F:28][C:25]1[CH:26]=[CH:27][C:22]([C@@:2]2([C:15]3[CH:20]=[CH:19][N:18]=[C:17]([F:21])[CH:16]=3)[C@H:3]([CH3:4])[NH:5][C:6]([C:8]3[NH:9][C:10](=[O:14])[CH:11]=[CH:12][CH:13]=3)=[N:1]2)=[CH:23][CH:24]=1.